From a dataset of Ames mutagenicity test results for genotoxicity prediction. Regression/Classification. Given a drug SMILES string, predict its toxicity properties. Task type varies by dataset: regression for continuous values (e.g., LD50, hERG inhibition percentage) or binary classification for toxic/non-toxic outcomes (e.g., AMES mutagenicity, cardiotoxicity, hepatotoxicity). Dataset: ames. (1) The drug is CCBr. The result is 1 (mutagenic). (2) The compound is c1ccc2c(c1)-c1ccccc1C1NC21. The result is 1 (mutagenic). (3) The molecule is O=C1C=C(O)c2ccccc2C1=O. The result is 1 (mutagenic).